From a dataset of Peptide-MHC class II binding affinity with 134,281 pairs from IEDB. Regression. Given a peptide amino acid sequence and an MHC pseudo amino acid sequence, predict their binding affinity value. This is MHC class II binding data. (1) The peptide sequence is QTSKKIGDDATLS. The MHC is HLA-DQA10101-DQB10501 with pseudo-sequence HLA-DQA10101-DQB10501. The binding affinity (normalized) is 0.0343. (2) The peptide sequence is GDKVAYALAQGLKVI. The MHC is HLA-DPA10103-DPB10401 with pseudo-sequence HLA-DPA10103-DPB10401. The binding affinity (normalized) is 0.586. (3) The peptide sequence is PANDKFTVFEAAFNDAIKE. The binding affinity (normalized) is 0.520. The MHC is HLA-DQA10301-DQB10302 with pseudo-sequence HLA-DQA10301-DQB10302. (4) The peptide sequence is ALIAAFSIRPGLLIG. The MHC is DRB4_0103 with pseudo-sequence DRB4_0103. The binding affinity (normalized) is 0.820. (5) The peptide sequence is TQLATLRKLCIEGKI. The MHC is DRB3_0101 with pseudo-sequence DRB3_0101. The binding affinity (normalized) is 0.166. (6) The peptide sequence is NCEALSLVSHIVKWK. The MHC is H-2-IAb with pseudo-sequence H-2-IAb. The binding affinity (normalized) is 0. (7) The peptide sequence is SIKAVYNFATCGIFA. The MHC is DRB1_0901 with pseudo-sequence DRB1_0901. The binding affinity (normalized) is 0.719. (8) The peptide sequence is EKKYFAATMFEPLAA. The MHC is HLA-DPA10201-DPB11401 with pseudo-sequence HLA-DPA10201-DPB11401. The binding affinity (normalized) is 0.919. (9) The peptide sequence is AFKVAASAANAAPAN. The MHC is DRB1_0701 with pseudo-sequence DRB1_0701. The binding affinity (normalized) is 0.655.